This data is from Catalyst prediction with 721,799 reactions and 888 catalyst types from USPTO. The task is: Predict which catalyst facilitates the given reaction. (1) Reactant: Br[C:2]1[CH:11]=[CH:10][CH:9]=[C:8]2[C:3]=1[C:4]([O:13][C:14]1[CH:19]=[CH:18][CH:17]=[CH:16][CH:15]=1)=[CH:5][C:6](=[O:12])[NH:7]2.C(=O)([O-])[O-].[Na+].[Na+].[NH:26]1[CH:30]=[CH:29][C:28](B(O)O)=[N:27]1. Product: [O:13]([C:4]1[C:3]2[C:8](=[CH:9][CH:10]=[C:11]([C:30]3[CH:29]=[CH:28][NH:27][N:26]=3)[CH:2]=2)[NH:7][C:6](=[O:12])[CH:5]=1)[C:14]1[CH:19]=[CH:18][CH:17]=[CH:16][CH:15]=1. The catalyst class is: 73. (2) Reactant: C1N=CN(C(N2C=NC=C2)=O)C=1.[CH:13]1([C@H:17]([NH:19][C:20]2[N:28]=[C:27]([C:29]([OH:31])=O)[N:26]=[C:25]3[C:21]=2[N:22]([CH2:44][C@H:45]2[CH2:50][CH2:49][C@H:48]([CH3:51])[CH2:47][CH2:46]2)[C:23]([N:32]2[CH2:37][CH2:36][O:35][CH2:34][C@H:33]2[C:38]2[CH:43]=[CH:42][CH:41]=[CH:40][CH:39]=2)=[N:24]3)[CH3:18])[CH2:16][CH2:15][CH2:14]1.[NH2:52][NH2:53]. Product: [CH:13]1([C@H:17]([NH:19][C:20]2[N:28]=[C:27]([C:29]([NH:52][NH2:53])=[O:31])[N:26]=[C:25]3[C:21]=2[N:22]([CH2:44][C@H:45]2[CH2:46][CH2:47][C@H:48]([CH3:51])[CH2:49][CH2:50]2)[C:23]([N:32]2[CH2:37][CH2:36][O:35][CH2:34][C@H:33]2[C:38]2[CH:43]=[CH:42][CH:41]=[CH:40][CH:39]=2)=[N:24]3)[CH3:18])[CH2:14][CH2:15][CH2:16]1. The catalyst class is: 49. (3) Reactant: [C:1]([O:5][C:6](=[O:18])[NH:7][C:8]([CH3:17])([CH:10]1[CH2:15][CH2:14][C:13](=[O:16])[CH2:12][CH2:11]1)[CH3:9])([CH3:4])([CH3:3])[CH3:2].[BH4-].[Na+]. Product: [C:1]([O:5][C:6](=[O:18])[NH:7][C:8]([CH3:9])([CH:10]1[CH2:15][CH2:14][CH:13]([OH:16])[CH2:12][CH2:11]1)[CH3:17])([CH3:2])([CH3:3])[CH3:4]. The catalyst class is: 8.